Dataset: Full USPTO retrosynthesis dataset with 1.9M reactions from patents (1976-2016). Task: Predict the reactants needed to synthesize the given product. (1) Given the product [O:5]1[CH:9]=[CH:8][CH:7]=[C:6]1/[CH:10]=[CH:11]/[C:12]([O:14][CH:16]([CH3:17])[CH3:15])=[O:13], predict the reactants needed to synthesize it. The reactants are: S(Cl)(Cl)=O.[O:5]1[CH:9]=[CH:8][CH:7]=[C:6]1[CH:10]=[CH:11][C:12]([OH:14])=[O:13].[CH3:15][CH:16](O)[CH3:17].Cl. (2) Given the product [CH2:1]([O:8][C:9]1[CH:13]=[C:12]([CH2:14][OH:15])[N:11]([C:18]2[CH:23]=[CH:22][CH:21]=[CH:20][CH:19]=2)[N:10]=1)[C:2]1[CH:3]=[CH:4][CH:5]=[CH:6][CH:7]=1, predict the reactants needed to synthesize it. The reactants are: [CH2:1]([O:8][C:9]1[CH:13]=[C:12]([C:14](OC)=[O:15])[N:11]([C:18]2[CH:23]=[CH:22][CH:21]=[CH:20][CH:19]=2)[N:10]=1)[C:2]1[CH:7]=[CH:6][CH:5]=[CH:4][CH:3]=1.[H-].[Li+].[Al+3].[H-].[H-].[H-].O.O.O.O.O.O.O.O.O.O.[O-]S([O-])(=O)=O.[Na+].[Na+]. (3) Given the product [CH3:3][CH:2]([CH3:4])[C:1]([O:6][CH:20]([O:19][C:18]([O:23][C:24]1[CH:29]=[CH:28][CH:27]=[CH:26][C:25]=1[Cl:30])=[O:31])[CH3:21])=[O:5], predict the reactants needed to synthesize it. The reactants are: [C:1]([OH:6])(=[O:5])[CH:2]([CH3:4])[CH3:3].C(OC(=O)C(C)C)(=O)C(C)C.[C:18](=[O:31])([O:23][C:24]1[CH:29]=[CH:28][CH:27]=[CH:26][C:25]=1[Cl:30])[O:19][CH:20](Cl)[CH3:21]. (4) Given the product [CH2:1]([N:8]1[CH2:13][NH:12][CH2:11][N:10]([C:25]2[CH:26]=[N:27][N:28]([CH2:30][C:31]3[C:32]([CH3:37])=[N:33][O:34][C:35]=3[CH3:36])[CH:29]=2)[C:9]1=[O:38])[C:2]1[CH:3]=[CH:4][CH:5]=[CH:6][CH:7]=1, predict the reactants needed to synthesize it. The reactants are: [CH2:1]([N:8]1[CH2:13][N:12](CC2C=CC(OC)=CC=2OC)[CH2:11][N:10]([C:25]2[CH:26]=[N:27][N:28]([CH2:30][C:31]3[C:32]([CH3:37])=[N:33][O:34][C:35]=3[CH3:36])[CH:29]=2)[C:9]1=[O:38])[C:2]1[CH:7]=[CH:6][CH:5]=[CH:4][CH:3]=1.C1(OC)C=CC=CC=1.FC(F)(F)C(O)=O.ClCCl. (5) Given the product [CH3:27][O:26][CH2:25][O:24][C:20]1[CH:21]=[CH:22][CH:23]=[C:16]([O:15][CH2:2][C:3]2[C:4]([N:9]3[CH2:14][CH2:13][O:12][CH2:11][CH2:10]3)=[N:5][CH:6]=[CH:7][CH:8]=2)[C:17]=1[CH:18]=[O:19], predict the reactants needed to synthesize it. The reactants are: Cl[CH2:2][C:3]1[C:4]([N:9]2[CH2:14][CH2:13][O:12][CH2:11][CH2:10]2)=[N:5][CH:6]=[CH:7][CH:8]=1.[OH:15][C:16]1[CH:23]=[CH:22][CH:21]=[C:20]([O:24][CH2:25][O:26][CH3:27])[C:17]=1[CH:18]=[O:19].C(=O)([O-])[O-].[K+].[K+]. (6) Given the product [CH:38]1[C:37]2[C:35](=[O:36])[C:34]([C:50]([OH:52])=[O:51])=[CH:33][N:32]([CH:31]3[CH2:30][CH2:29]3)[C:42]=2[CH:41]=[C:40]([N:43]2[CH2:44][CH2:45][NH:46][CH2:47][CH2:48]2)[C:39]=1[F:49], predict the reactants needed to synthesize it. The reactants are: C[C@H]1[C@](O)(C(CO)=O)[C@]2(C)[C@H]([C@H]3[C@](F)([C@@H](O)C2)[C@]2(C)C(=CC(C=C2)=O)CC3)C1.[CH2:29]1[CH:31]([N:32]2[C:42]3[C:37](=[CH:38][C:39]([F:49])=[C:40]([N:43]4[CH2:48][CH2:47][NH:46][CH2:45][CH2:44]4)[CH:41]=3)[C:35](=[O:36])[C:34]([C:50]([OH:52])=[O:51])=[CH:33]2)[CH2:30]1.C1C2C(=O)C(C(O)=O)=CN(C3CC3)C=2C=C(N2CCNCC2)C=1F.Cl. (7) Given the product [OH:24][C:21]1[CH:22]=[CH:23][C:18]([CH2:17][N:8]2[C:5]3=[N:6][CH:7]=[C:2]([I:1])[CH:3]=[C:4]3[N:10]=[C:9]2[NH:11][C:12](=[O:16])[O:13][CH2:14][CH3:15])=[CH:19][C:20]=1[O:34][CH3:35], predict the reactants needed to synthesize it. The reactants are: [I:1][C:2]1[CH:3]=[C:4]2[N:10]=[C:9]([NH:11][C:12](=[O:16])[O:13][CH2:14][CH3:15])[N:8]([CH2:17][C:18]3[CH:23]=[CH:22][C:21]([O:24]CC4C=CC(OC)=CC=4)=[C:20]([O:34][CH3:35])[CH:19]=3)[C:5]2=[N:6][CH:7]=1.FC(F)(F)C(O)=O.C(=O)([O-])[O-].[K+].[K+].